This data is from Forward reaction prediction with 1.9M reactions from USPTO patents (1976-2016). The task is: Predict the product of the given reaction. (1) Given the reactants C(OC(=O)[NH:7][C:8]1[CH:13]=[CH:12][C:11]([N:14]2[CH:18]=[CH:17][CH:16]=[CH:15]2)=[CH:10][C:9]=1[NH2:19])(C)(C)C.[CH2:21]([O:23][C:24]([C:26]1[N:27]=[CH:28][O:29][C:30]=1[C:31]1[CH:36]=[CH:35][CH:34]=[C:33]([C:37]2OC(C)(C)O[C:41](=[O:43])[CH:42]=2)[CH:32]=1)=[O:25])[CH3:22].C(O)(C(F)(F)F)=O, predict the reaction product. The product is: [CH2:21]([O:23][C:24]([C:26]1[N:27]=[CH:28][O:29][C:30]=1[C:31]1[CH:36]=[CH:35][CH:34]=[C:33]([C:37]2[CH2:42][C:41](=[O:43])[NH:19][C:9]3[CH:10]=[C:11]([N:14]4[CH:18]=[CH:17][CH:16]=[CH:15]4)[CH:12]=[CH:13][C:8]=3[N:7]=2)[CH:32]=1)=[O:25])[CH3:22]. (2) Given the reactants [OH:1][CH:2]1[CH2:7][CH2:6][CH2:5][CH2:4][CH:3]1[NH:8][C:9]([C:11]1[N:12]=[C:13]([C:26]2[CH:31]=[CH:30][C:29]([Cl:32])=[CH:28][C:27]=2[Cl:33])[N:14]([C:18]2[CH:23]=[CH:22][C:21]([O:24]C)=[CH:20][CH:19]=2)[C:15]=1[CH2:16][OH:17])=[O:10].B(Br)(Br)Br.Cl, predict the reaction product. The product is: [OH:1][C@H:2]1[CH2:7][CH2:6][CH2:5][CH2:4][C@H:3]1[NH:8][C:9]([C:11]1[N:12]=[C:13]([C:26]2[CH:31]=[CH:30][C:29]([Cl:32])=[CH:28][C:27]=2[Cl:33])[N:14]([C:18]2[CH:19]=[CH:20][C:21]([OH:24])=[CH:22][CH:23]=2)[C:15]=1[CH2:16][OH:17])=[O:10]. (3) Given the reactants [CH:1]([C:4]1[CH:9]=[CH:8][N:7]=[C:6]2[C:10]([CH3:14])=[N:11][N:12]([CH3:13])[C:5]=12)([CH3:3])[CH3:2].C1C=C(Cl)C=C(C(OO)=[O:23])C=1.C([O-])(O)=O.[Na+], predict the reaction product. The product is: [CH:1]([C:4]1[CH:9]=[CH:8][N+:7]([O-:23])=[C:6]2[C:10]([CH3:14])=[N:11][N:12]([CH3:13])[C:5]=12)([CH3:3])[CH3:2]. (4) Given the reactants N1CCCC1.[F:6][C:7]1[CH:8]=[C:9]2[C:13](=[CH:14][CH:15]=1)[N:12]([CH2:16][C:17]([OH:19])=[O:18])[C:11]([CH3:20])=[C:10]2[CH2:21][C:22]1[CH:27]=[CH:26][CH:25]=[C:24]([S:28]([N:31]2[CH2:36][CH2:35][CH2:34]C[CH2:32]2)(=[O:30])=[O:29])[CH:23]=1, predict the reaction product. The product is: [F:6][C:7]1[CH:8]=[C:9]2[C:13](=[CH:14][CH:15]=1)[N:12]([CH2:16][C:17]([OH:19])=[O:18])[C:11]([CH3:20])=[C:10]2[CH2:21][C:22]1[CH:27]=[CH:26][CH:25]=[C:24]([S:28]([N:31]2[CH2:32][CH2:34][CH2:35][CH2:36]2)(=[O:30])=[O:29])[CH:23]=1. (5) Given the reactants [C:9](O[C:9]([O:11][C:12]([CH3:15])([CH3:14])[CH3:13])=[O:10])([O:11][C:12]([CH3:15])([CH3:14])[CH3:13])=[O:10].[CH3:16][C@@H:17]1[CH2:22][NH:21][CH2:20][CH2:19][N:18]1[C:23]1[C:28]([O:29][CH2:30][CH2:31][O:32][C:33]2[CH:34]=[N:35][CH:36]=[CH:37][CH:38]=2)=[N:27][CH:26]=[CH:25][N:24]=1, predict the reaction product. The product is: [CH3:16][C@H:17]1[N:18]([C:23]2[C:28]([O:29][CH2:30][CH2:31][O:32][C:33]3[CH:34]=[N:35][CH:36]=[CH:37][CH:38]=3)=[N:27][CH:26]=[CH:25][N:24]=2)[CH2:19][CH2:20][N:21]([C:9]([O:11][C:12]([CH3:13])([CH3:14])[CH3:15])=[O:10])[CH2:22]1. (6) Given the reactants Cl[C:2]1[N:7]=[C:6]([O:8][C:9]2[C:14]3[N:15]=[C:16]([NH:18][C:19](=[O:21])[CH3:20])[S:17][C:13]=3[CH:12]=[CH:11][CH:10]=2)[CH:5]=[C:4]([C:22]2[CH:27]=[CH:26][C:25]([C:28]([F:31])([F:30])[F:29])=[CH:24][CH:23]=2)[N:3]=1.[CH3:32][N:33](C=O)C, predict the reaction product. The product is: [C:32]([C:2]1[N:7]=[C:6]([O:8][C:9]2[C:14]3[N:15]=[C:16]([NH:18][C:19](=[O:21])[CH3:20])[S:17][C:13]=3[CH:12]=[CH:11][CH:10]=2)[CH:5]=[C:4]([C:22]2[CH:27]=[CH:26][C:25]([C:28]([F:31])([F:30])[F:29])=[CH:24][CH:23]=2)[N:3]=1)#[N:33]. (7) Given the reactants [CH2:1]([O:3][C:4]([C@H:6]1[O:8][C@@H:7]1[C:9]([OH:11])=O)=[O:5])[CH3:2].ON1C(=O)CCC1=O.C1(N=C=NC2CCCCC2)CCCCC1.[NH2:35][C@@H:36]([CH2:45][CH:46]([CH3:48])[CH3:47])[C@@H:37]([C:39]1[CH:44]=[CH:43][CH:42]=[CH:41][CH:40]=1)[OH:38], predict the reaction product. The product is: [OH:38][C@@H:37]([C@@H:36]([NH:35][C:9]([C@H:7]1[O:8][C@@H:6]1[C:4]([O:3][CH2:1][CH3:2])=[O:5])=[O:11])[CH2:45][CH:46]([CH3:47])[CH3:48])[C:39]1[CH:44]=[CH:43][CH:42]=[CH:41][CH:40]=1. (8) Given the reactants [OH-].[Na+].[OH:3][C:4]1[C:9](=[O:10])[CH:8]=[C:7]([CH:11]([OH:16])[C:12]([F:15])([F:14])[F:13])[N:6]([CH3:17])[C:5]=1[CH2:18][OH:19].[CH2:20](Br)[C:21]1[CH:26]=[CH:25][CH:24]=[CH:23][CH:22]=1, predict the reaction product. The product is: [CH2:20]([O:3][C:4]1[C:9](=[O:10])[CH:8]=[C:7]([CH:11]([OH:16])[C:12]([F:15])([F:13])[F:14])[N:6]([CH3:17])[C:5]=1[CH2:18][OH:19])[C:21]1[CH:26]=[CH:25][CH:24]=[CH:23][CH:22]=1.